Dataset: Forward reaction prediction with 1.9M reactions from USPTO patents (1976-2016). Task: Predict the product of the given reaction. (1) Given the reactants [CH3:1][N:2]1[C:6]([CH2:7]O)=[N:5][CH:4]=[N:3]1.S(Cl)([Cl:11])=O, predict the reaction product. The product is: [ClH:11].[Cl:11][CH2:7][C:6]1[N:2]([CH3:1])[N:3]=[CH:4][N:5]=1. (2) Given the reactants [O:1]1[CH:5]=[N:4][N:3]=[C:2]1[C:6]([NH:9]C(=O)OCC1C=CC=CC=1)([CH3:8])[CH3:7].[H][H].C1C=CC(P(C2C=CC=CC=2)C2C=CC=CC=2)=CC=1, predict the reaction product. The product is: [CH3:7][C:6]([NH2:9])([C:2]1[O:1][CH:5]=[N:4][N:3]=1)[CH3:8]. (3) Given the reactants [CH3:1][N:2]1[C:6]2=[CH:7][CH:8]=[C:9]3[C:14]([N:13]=[C:12](Cl)[N:11]=[C:10]3[N:16]3[CH2:21][CH2:20][O:19][CH2:18][CH2:17]3)=[C:5]2[CH:4]=[CH:3]1.[Cl:22][C:23]1[CH:28]=[CH:27][C:26]([OH:29])=[CH:25][C:24]=1B(O)O.C([O-])([O-])=O.[Na+].[Na+], predict the reaction product. The product is: [Cl:22][C:23]1[CH:28]=[CH:27][C:26]([OH:29])=[CH:25][C:24]=1[C:12]1[N:11]=[C:10]([N:16]2[CH2:21][CH2:20][O:19][CH2:18][CH2:17]2)[C:9]2[C:14](=[C:5]3[CH:4]=[CH:3][N:2]([CH3:1])[C:6]3=[CH:7][CH:8]=2)[N:13]=1. (4) The product is: [Cl:12][CH2:13][C:14]1[N:1]=[C:2]2[S:3][C:4]([CH3:11])=[C:5]([C:7]([O:9][CH3:10])=[O:8])[N:6]2[C:16](=[O:17])[CH:15]=1. Given the reactants [NH2:1][C:2]1[S:3][C:4]([CH3:11])=[C:5]([C:7]([O:9][CH3:10])=[O:8])[N:6]=1.[Cl:12][CH2:13][C:14](=O)[CH2:15][C:16](OCC)=[O:17], predict the reaction product. (5) The product is: [CH3:1][O:2][C:3](=[O:46])[CH2:4][C@H:5]([OH:6])[CH2:10][C@H:9]([OH:8])[CH2:11][CH2:12][C:13]1[N:14]([CH:41]([CH3:43])[CH3:42])[C:15]([C:31](=[O:40])[NH:32][CH2:33][C:34]2[CH:35]=[CH:36][CH:37]=[CH:38][CH:39]=2)=[C:16]([C:25]2[CH:30]=[CH:29][CH:28]=[CH:27][CH:26]=2)[C:17]=1[C:18]1[CH:23]=[CH:22][C:21]([F:24])=[CH:20][CH:19]=1. Given the reactants [CH3:1][O:2][C:3](=[O:46])[CH2:4][C@H:5]1[CH2:10][C@@H:9]([CH2:11][CH2:12][C:13]2[N:14]([CH:41]([CH3:43])[CH3:42])[C:15]([C:31](=[O:40])[NH:32][CH2:33][C:34]3[CH:39]=[CH:38][CH:37]=[CH:36][CH:35]=3)=[C:16]([C:25]3[CH:30]=[CH:29][CH:28]=[CH:27][CH:26]=3)[C:17]=2[C:18]2[CH:23]=[CH:22][C:21]([F:24])=[CH:20][CH:19]=2)[O:8]C(C)(C)[O:6]1.Cl, predict the reaction product. (6) Given the reactants [OH:1][C:2]1[CH:10]=[CH:9][CH:8]=[C:7]2[C:3]=1[C:4](=[O:25])[N:5]([CH2:12][CH:13]([C:19]1([CH3:24])OCC[O:20]1)[C:14]([O:16][CH2:17][CH3:18])=[O:15])[C:6]2=[O:11].N1C=CC=CC=1.[C:32](Cl)(=[O:34])[CH3:33], predict the reaction product. The product is: [C:32]([O:1][C:2]1[CH:10]=[CH:9][CH:8]=[C:7]2[C:3]=1[C:4](=[O:25])[N:5]([CH2:12][CH:13]([C:19](=[O:20])[CH3:24])[C:14]([O:16][CH2:17][CH3:18])=[O:15])[C:6]2=[O:11])(=[O:34])[CH3:33]. (7) Given the reactants Cl[C:2]1[C:3]2[C:4](=[N:8][N:9]([CH2:11][C:12]3[CH:17]=[CH:16][C:15]([CH2:18][N:19]4[CH:23]=[C:22]([CH3:24])[CH:21]=[N:20]4)=[CH:14][CH:13]=3)[CH:10]=2)[N:5]=[CH:6][N:7]=1.[Cl:25][C:26]1[CH:35]=[C:34]2[C:29]([CH:30]=[CH:31][C:32]([CH2:36][NH2:37])=[CH:33]2)=[CH:28][CH:27]=1.CCN(C(C)C)C(C)C, predict the reaction product. The product is: [Cl:25][C:26]1[CH:35]=[C:34]2[C:29]([CH:30]=[CH:31][C:32]([CH2:36][NH:37][C:2]3[C:3]4[C:4](=[N:8][N:9]([CH2:11][C:12]5[CH:17]=[CH:16][C:15]([CH2:18][N:19]6[CH:23]=[C:22]([CH3:24])[CH:21]=[N:20]6)=[CH:14][CH:13]=5)[CH:10]=4)[N:5]=[CH:6][N:7]=3)=[CH:33]2)=[CH:28][CH:27]=1. (8) Given the reactants [O:1]=[C:2]1[NH:6][C@@H:5]([C:7]([OH:9])=O)[CH2:4][CH2:3]1.[CH2:10]([NH2:17])[C:11]1[CH:16]=[CH:15][CH:14]=[CH:13][CH:12]=1.Cl.C(N=C=NCCCN(C)C)C.ON1C2C=CC=CC=2N=N1, predict the reaction product. The product is: [CH2:10]([NH:17][C:7](=[O:9])[C@H:5]1[CH2:4][CH2:3][C:2](=[O:1])[NH:6]1)[C:11]1[CH:16]=[CH:15][CH:14]=[CH:13][CH:12]=1.